From a dataset of Catalyst prediction with 721,799 reactions and 888 catalyst types from USPTO. Predict which catalyst facilitates the given reaction. (1) Reactant: [NH2:1][C:2]1[CH:24]=[CH:23][C:5]([CH2:6][C:7]2[N:17]([CH2:18][C:19]([CH3:22])([CH3:21])[CH3:20])[C:10]3[N:11]=[C:12]([C:15]#[N:16])[N:13]=[CH:14][C:9]=3[CH:8]=2)=[CH:4][CH:3]=1.C(N(CC)CC)C.[C:32](Cl)(=[O:34])[CH3:33]. Product: [C:15]([C:12]1[N:13]=[CH:14][C:9]2[CH:8]=[C:7]([CH2:6][C:5]3[CH:4]=[CH:3][C:2]([NH:1][C:32](=[O:34])[CH3:33])=[CH:24][CH:23]=3)[N:17]([CH2:18][C:19]([CH3:21])([CH3:20])[CH3:22])[C:10]=2[N:11]=1)#[N:16]. The catalyst class is: 2. (2) Reactant: [C:1]([O:5][C:6]([N:8]1[CH2:11][C:10]([O:13][C:14]2[CH:15]=[CH:16][C:17]3[O:22][CH2:21][C:20](=S)[N:19]([CH:24]([C:26]([O:28]CC)=O)[CH3:25])[C:18]=3[CH:31]=2)([CH3:12])[CH2:9]1)=[O:7])([CH3:4])([CH3:3])[CH3:2].O.[NH2:33][NH2:34]. Product: [C:1]([O:5][C:6]([N:8]1[CH2:9][C:10]([CH3:12])([O:13][C:14]2[CH:31]=[C:18]3[C:17](=[CH:16][CH:15]=2)[O:22][CH2:21][C:20]2[N:19]3[CH:24]([CH3:25])[C:26](=[O:28])[NH:33][N:34]=2)[CH2:11]1)=[O:7])([CH3:3])([CH3:4])[CH3:2]. The catalyst class is: 14. (3) Reactant: [CH3:1][O:2][CH2:3][CH2:4][O:5][C:6]1[CH:11]=[CH:10][CH:9]=[CH:8][C:7]=1[N+:12]([O-])=O. Product: [CH3:1][O:2][CH2:3][CH2:4][O:5][C:6]1[CH:11]=[CH:10][CH:9]=[CH:8][C:7]=1[NH2:12]. The catalyst class is: 50. (4) Reactant: [Cl:1][C:2]1[C:3]([N:8]2[C:12]([C:13]([O:15]CC)=[O:14])=[CH:11][C:10]([CH3:18])=[N:9]2)=[N:4][CH:5]=[CH:6][CH:7]=1.CO.[OH-].[Na+]. Product: [Cl:1][C:2]1[C:3]([N:8]2[C:12]([C:13]([OH:15])=[O:14])=[CH:11][C:10]([CH3:18])=[N:9]2)=[N:4][CH:5]=[CH:6][CH:7]=1. The catalyst class is: 6.